The task is: Predict the product of the given reaction.. This data is from Forward reaction prediction with 1.9M reactions from USPTO patents (1976-2016). (1) Given the reactants [CH2:1]([O:8][C:9]([N:11]1[CH:15]([C:16](O)=[O:17])[CH2:14][S:13][CH:12]1[C:19]1[CH:24]=[CH:23][N:22]=[CH:21][CH:20]=1)=[O:10])[C:2]1[CH:7]=[CH:6][CH:5]=[CH:4][CH:3]=1.[NH2:25][C:26]1[CH:37]=[CH:36][C:29]([C:30]([NH:32][CH:33]2[CH2:35][CH2:34]2)=[O:31])=[CH:28][CH:27]=1, predict the reaction product. The product is: [CH2:1]([O:8][C:9]([N:11]1[CH:15]([C:16](=[O:17])[NH:25][C:26]2[CH:37]=[CH:36][C:29]([C:30](=[O:31])[NH:32][CH:33]3[CH2:35][CH2:34]3)=[CH:28][CH:27]=2)[CH2:14][S:13][CH:12]1[C:19]1[CH:24]=[CH:23][N:22]=[CH:21][CH:20]=1)=[O:10])[C:2]1[CH:3]=[CH:4][CH:5]=[CH:6][CH:7]=1. (2) Given the reactants [Cl:1][C:2]1[CH:7]=[CH:6][CH:5]=[C:4]([Cl:8])[C:3]=1[N:9]1[C:14](S(CC)=O)=[C:13]([C:19](=[O:27])[C:20]2[CH:25]=[CH:24][C:23]([F:26])=[CH:22][CH:21]=2)[CH:12]=[CH:11][C:10]1=[O:28].N.C([N:32](CC)CC)C, predict the reaction product. The product is: [NH2:32][C:14]1[N:9]([C:3]2[C:2]([Cl:1])=[CH:7][CH:6]=[CH:5][C:4]=2[Cl:8])[C:10](=[O:28])[CH:11]=[CH:12][C:13]=1[C:19](=[O:27])[C:20]1[CH:25]=[CH:24][C:23]([F:26])=[CH:22][CH:21]=1. (3) Given the reactants [Cl:1][C:2]1[C:3](F)=[C:4]([F:28])[CH:5]=[C:6]2[C:11]=1[N:10]([CH:12]1[CH2:14][CH2:13]1)[CH:9]=[C:8]([C:15]([NH:17][CH2:18][C:19]1[CH:24]=[CH:23][C:22]([Cl:25])=[CH:21][C:20]=1[Cl:26])=[O:16])[C:7]2=[O:27].Cl.[O:31]=[C:32]1[CH2:36][C:35]2([CH2:41][CH2:40][NH:39][CH2:38][CH2:37]2)[CH2:34][NH:33]1.C(N(CC)C(C)C)(C)C, predict the reaction product. The product is: [Cl:1][C:2]1[C:3]([N:39]2[CH2:38][CH2:37][C:35]3([CH2:34][NH:33][C:32](=[O:31])[CH2:36]3)[CH2:41][CH2:40]2)=[C:4]([F:28])[CH:5]=[C:6]2[C:11]=1[N:10]([CH:12]1[CH2:14][CH2:13]1)[CH:9]=[C:8]([C:15]([NH:17][CH2:18][C:19]1[CH:24]=[CH:23][C:22]([Cl:25])=[CH:21][C:20]=1[Cl:26])=[O:16])[C:7]2=[O:27].